From a dataset of Catalyst prediction with 721,799 reactions and 888 catalyst types from USPTO. Predict which catalyst facilitates the given reaction. (1) Reactant: [CH3:1][O:2][C:3]1[CH:4]=[C:5]([C:11]2[C:16]([NH:17][C:18](=[O:32])[CH:19]([O:27]S(C)(=O)=O)[C:20]3[CH:25]=[CH:24][C:23]([CH3:26])=[CH:22][CH:21]=3)=[CH:15][CH:14]=[CH:13][N:12]=2)[CH:6]=[CH:7][C:8]=1[O:9][CH3:10].[CH2:33](O)[C:34]#[CH:35]. Product: [CH3:1][O:2][C:3]1[CH:4]=[C:5]([C:11]2[C:16]([NH:17][C:18](=[O:32])[CH:19]([O:27][C:33]#[C:34][CH3:35])[C:20]3[CH:25]=[CH:24][C:23]([CH3:26])=[CH:22][CH:21]=3)=[CH:15][CH:14]=[CH:13][N:12]=2)[CH:6]=[CH:7][C:8]=1[O:9][CH3:10]. The catalyst class is: 6. (2) Reactant: [F:1][C:2]1([F:32])[CH2:7][CH2:6][CH:5]([NH:8][C:9]([C:11]2[C:15]([CH3:16])=[C:14]([C:17]3[CH:22]=[CH:21][C:20]([OH:23])=[CH:19][CH:18]=3)[N:13]([C:24]3[CH:29]=[CH:28][C:27]([Cl:30])=[CH:26][C:25]=3[Cl:31])[N:12]=2)=[O:10])[CH2:4][CH2:3]1.N1C=CN=C1.[C:38]([Si:42](Cl)([CH3:44])[CH3:43])([CH3:41])([CH3:40])[CH3:39]. Product: [F:32][C:2]1([F:1])[CH2:7][CH2:6][CH:5]([NH:8][C:9]([C:11]2[C:15]([CH3:16])=[C:14]([C:17]3[CH:18]=[CH:19][C:20]([O:23][Si:42]([C:38]([CH3:41])([CH3:40])[CH3:39])([CH3:44])[CH3:43])=[CH:21][CH:22]=3)[N:13]([C:24]3[CH:29]=[CH:28][C:27]([Cl:30])=[CH:26][C:25]=3[Cl:31])[N:12]=2)=[O:10])[CH2:4][CH2:3]1. The catalyst class is: 18.